From a dataset of Catalyst prediction with 721,799 reactions and 888 catalyst types from USPTO. Predict which catalyst facilitates the given reaction. Reactant: [Cl:1][C:2]1[CH:3]=[C:4]2[C:8](=[CH:9][CH:10]=1)[N:7]([S:11]([C:14]1[CH:19]=[CH:18][CH:17]=[CH:16][CH:15]=1)(=[O:13])=[O:12])[C:6]([S:20]([N:23]1[CH2:28][C@H:27]([CH3:29])[NH:26][C@H:25]([CH3:30])[CH2:24]1)(=[O:22])=[O:21])=[CH:5]2.C(N(C(C)C)CC)(C)C.[Br:40][C:41]1[CH:49]=[CH:48][C:44]([C:45](Cl)=[O:46])=[CH:43][CH:42]=1.C(=O)(O)[O-].[Na+]. Product: [Br:40][C:41]1[CH:49]=[CH:48][C:44]([C:45]([N:26]2[CH:27]([CH3:29])[CH2:28][N:23]([S:20]([C:6]3[N:7]([S:11]([C:14]4[CH:15]=[CH:16][CH:17]=[CH:18][CH:19]=4)(=[O:13])=[O:12])[C:8]4[C:4]([CH:5]=3)=[CH:3][C:2]([Cl:1])=[CH:10][CH:9]=4)(=[O:21])=[O:22])[CH2:24][CH:25]2[CH3:30])=[O:46])=[CH:43][CH:42]=1. The catalyst class is: 4.